This data is from CYP2C9 inhibition data for predicting drug metabolism from PubChem BioAssay. The task is: Regression/Classification. Given a drug SMILES string, predict its absorption, distribution, metabolism, or excretion properties. Task type varies by dataset: regression for continuous measurements (e.g., permeability, clearance, half-life) or binary classification for categorical outcomes (e.g., BBB penetration, CYP inhibition). Dataset: cyp2c9_veith. (1) The drug is Cc1ccc(C(=O)NCCNC(=O)CN2CCOCC2)cc1. The result is 0 (non-inhibitor). (2) The compound is CN1C2CCC1CC(OC(=O)c1ccc(Cl)cc1)C2.Cl. The result is 0 (non-inhibitor). (3) The compound is Cc1noc(C)c1-c1nccc(NCc2cccs2)n1. The result is 0 (non-inhibitor). (4) The compound is CC1(C)CC(=O)C2=C(C1)N(Cc1ccccc1)C(=O)C2(O)C(F)(F)F. The result is 0 (non-inhibitor). (5) The molecule is O=C1c2cccc(O)c2C(=O)c2c(O[C@@H]3O[C@H](CO)[C@@H](O)[C@H](O)[C@@H]3O)cccc21. The result is 0 (non-inhibitor). (6) The compound is Cc1cnc(CNc2ncncc2-c2ccc3c(c2)OCO3)cn1. The result is 0 (non-inhibitor).